From a dataset of Reaction yield outcomes from USPTO patents with 853,638 reactions. Predict the reaction yield, written as a fraction of the theoretical maximum amount of product (1.0 means a 100% yield; for example, 0.34 means a 34% yield). (1) The reactants are Cl.[Cl:2][C:3]1[C:8]([C:9]([NH2:11])=[NH:10])=[CH:7][N:6]=[C:5]([O:12][CH3:13])[CH:4]=1.C(=O)(O)[O-].[K+].Cl[CH2:20][C:21]([C:23]1[N:24]([CH:28]([CH3:30])[CH3:29])[N:25]=[CH:26][N:27]=1)=O. The catalyst is C1COCC1.O. The product is [Cl:2][C:3]1[C:8]([C:9]2[NH:11][CH:20]=[C:21]([C:23]3[N:24]([CH:28]([CH3:30])[CH3:29])[N:25]=[CH:26][N:27]=3)[N:10]=2)=[CH:7][N:6]=[C:5]([O:12][CH3:13])[CH:4]=1. The yield is 0.540. (2) The catalyst is CS(C)=O.O1CCCC1.CCOC(C)=O.Cl. The product is [Cl:8][C:9]1[CH:10]=[C:11]([C:16]2[CH:21]=[CH:20][C:19]([O:22][CH3:23])=[C:18]([N:24]3[C:33]4[C:28](=[CH:29][C:30]([S:34]([NH:1][C:2]5[CH:7]=[CH:6][N:5]=[CH:4][N:3]=5)(=[O:35])=[O:36])=[CH:31][CH:32]=4)[CH:27]=[CH:26][C:25]3=[O:49])[CH:17]=2)[CH:12]=[C:13]([F:15])[CH:14]=1. The reactants are [NH2:1][C:2]1[CH:7]=[CH:6][N:5]=[CH:4][N:3]=1.[Cl:8][C:9]1[CH:10]=[C:11]([C:16]2[CH:21]=[CH:20][C:19]([O:22][CH3:23])=[C:18]([N:24]3[C:33]4[C:28](=[CH:29][C:30]([S:34](OC5C(F)=C(F)C(F)=C(F)C=5F)(=[O:36])=[O:35])=[CH:31][CH:32]=4)[CH:27]=[CH:26][C:25]3=[O:49])[CH:17]=2)[CH:12]=[C:13]([F:15])[CH:14]=1.[Li+].C[Si]([N-][Si](C)(C)C)(C)C. The yield is 0.490.